Dataset: Catalyst prediction with 721,799 reactions and 888 catalyst types from USPTO. Task: Predict which catalyst facilitates the given reaction. (1) Reactant: [N+:1]([C:4]1[CH:5]=[CH:6][C:7]2[O:11][C:10]([C:12]([OH:14])=[O:13])=[CH:9][C:8]=2[CH:15]=1)([O-:3])=[O:2].[CH3:16]O. Product: [CH3:16][O:13][C:12]([C:10]1[O:11][C:7]2[CH:6]=[CH:5][C:4]([N+:1]([O-:3])=[O:2])=[CH:15][C:8]=2[CH:9]=1)=[O:14]. The catalyst class is: 22. (2) The catalyst class is: 247. Product: [CH3:1][C:2]([CH3:4])([S@@:5]([NH:7][C@@H:10]([C:9]([F:14])([F:13])[F:8])[C@H:29]([N:28]=[C:21]([C:22]1[CH:27]=[CH:26][CH:25]=[CH:24][CH:23]=1)[C:15]1[CH:16]=[CH:17][CH:18]=[CH:19][CH:20]=1)[C:30]([O:32][CH2:33][CH3:34])=[O:31])=[O:6])[CH3:3]. Reactant: [CH3:1][C:2]([S@@:5]([NH2:7])=[O:6])([CH3:4])[CH3:3].[F:8][C:9]([F:14])([F:13])[CH:10](O)O.[C:15]1([C:21](=[N:28][CH2:29][C:30]([O:32][CH2:33][CH3:34])=[O:31])[C:22]2[CH:27]=[CH:26][CH:25]=[CH:24][CH:23]=2)[CH:20]=[CH:19][CH:18]=[CH:17][CH:16]=1.[Li+].C[Si]([N-][Si](C)(C)C)(C)C.[NH4+].[Cl-]. (3) Reactant: [C:1]([O:5][C:6](=[O:35])[NH:7][C:8]1([C:12]2[CH:17]=[CH:16][C:15]([C:18]3[C:19]([C:29]4[CH:34]=[CH:33][CH:32]=[CH:31][CH:30]=4)=[CH:20][C:21]4[NH:26][C:25](=S)[CH2:24][O:23][C:22]=4[N:28]=3)=[CH:14][CH:13]=2)[CH2:11][CH2:10][CH2:9]1)([CH3:4])([CH3:3])[CH3:2].[NH:36]([C:38]([O:40][CH2:41][CH3:42])=[O:39])[NH2:37]. Product: [C:1]([O:5][C:6]([NH:7][C:8]1([C:12]2[CH:17]=[CH:16][C:15]([C:18]3[C:19]([C:29]4[CH:34]=[CH:33][CH:32]=[CH:31][CH:30]=4)=[CH:20][C:21]4[NH:26][C:25](=[N:37][NH:36][C:38]([O:40][CH2:41][CH3:42])=[O:39])[CH2:24][O:23][C:22]=4[N:28]=3)=[CH:14][CH:13]=2)[CH2:11][CH2:10][CH2:9]1)=[O:35])([CH3:4])([CH3:3])[CH3:2]. The catalyst class is: 1. (4) Reactant: S(Cl)(Cl)=O.[Al+3].[Cl-].[Cl-].[Cl-].[Cl:9][C:10]1[CH:15]=[CH:14][CH:13]=[CH:12][C:11]=1[CH2:16][CH2:17][C:18](Cl)=[O:19]. Product: [Cl:9][C:10]1[CH:15]=[CH:14][CH:13]=[C:12]2[C:11]=1[CH2:16][CH2:17][C:18]2=[O:19]. The catalyst class is: 4.